From a dataset of Peptide-MHC class I binding affinity with 185,985 pairs from IEDB/IMGT. Regression. Given a peptide amino acid sequence and an MHC pseudo amino acid sequence, predict their binding affinity value. This is MHC class I binding data. (1) The peptide sequence is VFTSRIQVI. The MHC is HLA-A25:01 with pseudo-sequence HLA-A25:01. The binding affinity (normalized) is 0.0847. (2) The peptide sequence is LPFQNVHPV. The MHC is HLA-C05:01 with pseudo-sequence HLA-C05:01. The binding affinity (normalized) is 0.0847.